From a dataset of Forward reaction prediction with 1.9M reactions from USPTO patents (1976-2016). Predict the product of the given reaction. (1) Given the reactants [CH2:1]([N:4]([CH2:8][C:9]1[CH:10]=[C:11]([CH:15]=[CH:16][CH:17]=1)[C:12]([OH:14])=O)[CH2:5][CH2:6][CH3:7])[CH2:2][CH3:3].CCN=C=NCCCN(C)C.Cl.C1C=CC2N(O)N=NC=2C=1.[CH3:40][O:41][C:42](=[O:51])[C:43]1[CH:48]=[CH:47][C:46]([NH2:49])=[C:45]([NH2:50])[CH:44]=1, predict the reaction product. The product is: [CH3:40][O:41][C:42](=[O:51])[C:43]1[CH:48]=[CH:47][C:46]([NH2:49])=[C:45]([NH:50][C:12](=[O:14])[C:11]2[CH:15]=[CH:16][CH:17]=[C:9]([CH2:8][N:4]([CH2:1][CH2:2][CH3:3])[CH2:5][CH2:6][CH3:7])[CH:10]=2)[CH:44]=1. (2) Given the reactants Cl[C:2]1[C:11]([C:12]#[N:13])=[CH:10][C:9]2[C:8](=[O:14])[CH2:7][C:6]([CH3:16])([CH3:15])[CH2:5][C:4]=2[N:3]=1.[C:17]1([N:23]2[CH2:28][CH2:27][NH:26][CH2:25][CH2:24]2)[CH:22]=[CH:21][CH:20]=[CH:19][CH:18]=1.C(N(CC)CC)C.O, predict the reaction product. The product is: [CH3:15][C:6]1([CH3:16])[CH2:5][C:4]2[N:3]=[C:2]([N:26]3[CH2:27][CH2:28][N:23]([C:17]4[CH:22]=[CH:21][CH:20]=[CH:19][CH:18]=4)[CH2:24][CH2:25]3)[C:11]([C:12]#[N:13])=[CH:10][C:9]=2[C:8](=[O:14])[CH2:7]1.